From a dataset of Forward reaction prediction with 1.9M reactions from USPTO patents (1976-2016). Predict the product of the given reaction. (1) Given the reactants [CH2:1]([NH:3][C:4]1[CH:9]=[CH:8][CH:7]=[CH:6][CH:5]=1)[CH3:2].C(Cl)Cl.ClP(Cl)(C1C=CC=CC=1)(C1C=CC=CC=1)C1C=CC=CC=1.[Cl:34][C:35]1[CH:44]=[CH:43][CH:42]=[C:41]2[C:36]=1[C:37]([OH:50])=[C:38]([C:47](O)=[O:48])[C:39](=[O:46])[N:40]2[CH3:45], predict the reaction product. The product is: [CH3:2][CH2:1][N:3]([C:47]([C:38]1[C:39](=[O:46])[N:40]([CH3:45])[C:41]2[CH:42]=[CH:43][CH:44]=[C:35]([Cl:34])[C:36]=2[C:37]=1[OH:50])=[O:48])[C:4]1[CH:9]=[CH:8][CH:7]=[CH:6][CH:5]=1. (2) Given the reactants [C:1]([O:5][C:6]([N:8]1[CH2:13][CH2:12][CH:11]([NH2:14])[CH2:10][CH2:9]1)=[O:7])([CH3:4])([CH3:3])[CH3:2].F[C:16]1[CH:23]=[CH:22][C:19]([C:20]#[N:21])=[C:18]([C:24]([F:27])([F:26])[F:25])[CH:17]=1.C(=O)([O-])[O-].[K+].[K+].O, predict the reaction product. The product is: [C:1]([O:5][C:6]([N:8]1[CH2:13][CH2:12][CH:11]([NH:14][C:16]2[CH:23]=[CH:22][C:19]([C:20]#[N:21])=[C:18]([C:24]([F:25])([F:26])[F:27])[CH:17]=2)[CH2:10][CH2:9]1)=[O:7])([CH3:4])([CH3:2])[CH3:3]. (3) Given the reactants [Cl-].[Cl-].[Cl-].[Al+3].[C:5]([N:8]1[C:17]2[C:12](=[CH:13][C:14]([Br:18])=[CH:15][CH:16]=2)[C@H:11]([NH:19]C(=O)OC(C)C)[CH2:10][C@@H:9]1[CH3:26])(=[O:7])[CH3:6].[OH-].[Na+].C(C(C(C([O-])=O)O)O)([O-])=O.[Na+].[K+], predict the reaction product. The product is: [NH2:19][C@H:11]1[C:12]2[C:17](=[CH:16][CH:15]=[C:14]([Br:18])[CH:13]=2)[N:8]([C:5](=[O:7])[CH3:6])[C@@H:9]([CH3:26])[CH2:10]1. (4) Given the reactants [N:1]12[CH2:8][CH2:7][C:4]([C:9]([C:17]3[CH:22]=[CH:21][CH:20]=[CH:19][CH:18]=3)([C:11]3[CH:16]=[CH:15][CH:14]=[CH:13][CH:12]=3)[OH:10])([CH2:5][CH2:6]1)[CH2:3][CH2:2]2.[Br:23][CH2:24][CH2:25][CH2:26][O:27][C:28]1[CH:33]=[CH:32][C:31]([C:34]2[CH:39]=[CH:38][CH:37]=[CH:36][CH:35]=2)=[CH:30][CH:29]=1, predict the reaction product. The product is: [Br-:23].[C:31]1([C:34]2[CH:35]=[CH:36][CH:37]=[CH:38][CH:39]=2)[CH:30]=[CH:29][C:28]([O:27][CH2:26][CH2:25][CH2:24][N+:1]23[CH2:6][CH2:5][C:4]([C:9]([OH:10])([C:17]4[CH:22]=[CH:21][CH:20]=[CH:19][CH:18]=4)[C:11]4[CH:12]=[CH:13][CH:14]=[CH:15][CH:16]=4)([CH2:3][CH2:2]2)[CH2:7][CH2:8]3)=[CH:33][CH:32]=1. (5) Given the reactants [Br:1][C:2]1[C:3]([O:10][CH2:11][CH:12]2[CH2:14][CH2:13]2)=[CH:4][C:5]([C:8]#[N:9])=[N:6][CH:7]=1.Cl.[NH2:16][OH:17].C(N(CC)CC)C.CCCCCCC, predict the reaction product. The product is: [Br:1][C:2]1[C:3]([O:10][CH2:11][CH:12]2[CH2:14][CH2:13]2)=[CH:4][C:5]([C:8](=[N:16][OH:17])[NH2:9])=[N:6][CH:7]=1.